The task is: Predict the product of the given reaction.. This data is from Forward reaction prediction with 1.9M reactions from USPTO patents (1976-2016). (1) Given the reactants C(N1[C@@H](C)[C@H](NC(=O)[C@@H]([N:16]([CH3:24])[C:17](=[O:23])[O:18][C:19]([CH3:22])([CH3:21])C)C)C(=O)N(CC2C=C(Br)C=CC=2OC)C2C=CC(C#N)=CC1=2)(=O)C.C1(B(O)[OH:50])C=CC=CC=1.C(=O)(O)[O-].[Na+], predict the reaction product. The product is: [O:50]=[CH:22][CH:19]([O:18][C:17](=[O:23])[NH:16][CH3:24])[CH3:21]. (2) Given the reactants [Si:1]([O:8][CH2:9][C@H:10]([CH2:26][CH:27]=C)[CH2:11][C@H:12]1[CH2:16][O:15][C:14]([CH3:18])([CH3:17])[N:13]1[C:19]([O:21][C:22]([CH3:25])([CH3:24])[CH3:23])=[O:20])([C:4]([CH3:7])([CH3:6])[CH3:5])([CH3:3])[CH3:2].[O:29]=[O+][O-].[H-].[H-].[H-].[H-].[Li+].[Al+3], predict the reaction product. The product is: [Si:1]([O:8][CH2:9][C@H:10]([CH2:26][CH2:27][OH:29])[CH2:11][C@H:12]1[CH2:16][O:15][C:14]([CH3:17])([CH3:18])[N:13]1[C:19]([O:21][C:22]([CH3:23])([CH3:24])[CH3:25])=[O:20])([C:4]([CH3:5])([CH3:7])[CH3:6])([CH3:3])[CH3:2]. (3) Given the reactants [F:1][C:2]([F:36])([F:35])[C:3]1[CH:4]=[C:5]([C:13]([CH3:34])([CH3:33])[C:14]([N:16]([C:18]2[CH:19]=[N:20][C:21](Cl)=[CH:22][C:23]=2[C:24]2[CH:29]=[CH:28][C:27]([F:30])=[CH:26][C:25]=2[CH3:31])[CH3:17])=[O:15])[CH:6]=[C:7]([C:9]([F:12])([F:11])[F:10])[CH:8]=1.C([SiH2][O:42][C:43](C)(C)[C@@H:44]1[CH2:49][O:48][CH2:47][CH2:46][NH:45]1)(C)(C)C.[OH-].[Na+], predict the reaction product. The product is: [F:1][C:2]([F:36])([F:35])[C:3]1[CH:4]=[C:5]([C:13]([CH3:34])([CH3:33])[C:14]([N:16]([C:18]2[CH:19]=[N:20][C:21]([N:45]3[CH2:46][CH2:47][O:48][CH2:49][C@H:44]3[CH2:43][OH:42])=[CH:22][C:23]=2[C:24]2[CH:29]=[CH:28][C:27]([F:30])=[CH:26][C:25]=2[CH3:31])[CH3:17])=[O:15])[CH:6]=[C:7]([C:9]([F:12])([F:11])[F:10])[CH:8]=1.